Dataset: Full USPTO retrosynthesis dataset with 1.9M reactions from patents (1976-2016). Task: Predict the reactants needed to synthesize the given product. (1) Given the product [Br:1][C:2]1[N:7]=[C:6]([C@:8]([NH:19][S@@:20]([C:22]([CH3:25])([CH3:24])[CH3:23])=[O:21])([CH2:17][F:18])[CH2:9][C:10]([O:12][C:13]([CH3:16])([CH3:14])[CH3:15])=[O:11])[C:5]([F:26])=[CH:4][CH:3]=1, predict the reactants needed to synthesize it. The reactants are: [Br:1][C:2]1[N:7]=[C:6]([C@:8]([NH:19][S@@:20]([C:22]([CH3:25])([CH3:24])[CH3:23])=[O:21])([CH2:17][F:18])[CH2:9][C:10]([O:12][C:13]([CH3:16])([CH3:15])[CH3:14])=[O:11])[C:5]([F:26])=[C:4]([Si](CC)(CC)CC)[CH:3]=1.[F-].[K+].C(O)(=O)C.C([O-])(O)=O.[Na+]. (2) Given the product [C:1]([N:9]1[CH2:13][C@H:12]([O:14][CH2:15][C:16]2[CH:21]=[CH:20][CH:19]=[CH:18][CH:17]=2)[CH2:11][C@H:10]1[C:22]1[N:23]([CH3:42])[C:24](=[O:41])[C:25]([OH:32])=[C:26]([C:28]([NH:49][CH2:48][C:47]2[CH:50]=[CH:51][C:44]([F:43])=[CH:45][CH:46]=2)=[O:30])[N:27]=1)(=[O:8])[C:2]1[CH:7]=[CH:6][CH:5]=[CH:4][CH:3]=1, predict the reactants needed to synthesize it. The reactants are: [C:1]([N:9]1[CH2:13][C@H:12]([O:14][CH2:15][C:16]2[CH:21]=[CH:20][CH:19]=[CH:18][CH:17]=2)[CH2:11][C@H:10]1[C:22]1[N:23]([CH3:42])[C:24](=[O:41])[C:25]([O:32]C(=O)C2C=CC=CC=2)=[C:26]([C:28]([O:30]C)=O)[N:27]=1)(=[O:8])[C:2]1[CH:7]=[CH:6][CH:5]=[CH:4][CH:3]=1.[F:43][C:44]1[CH:51]=[CH:50][C:47]([CH2:48][NH2:49])=[CH:46][CH:45]=1. (3) Given the product [Cl:19][C:20]1[CH:25]=[CH:24][C:23]([CH2:26][C:27]([NH:1][N:2]2[N:11]=[C:10]([CH:12]3[CH2:17][CH2:16][CH2:15][CH2:14][CH2:13]3)[C:9]3[C:4](=[CH:5][CH:6]=[CH:7][CH:8]=3)[C:3]2=[O:18])=[O:28])=[CH:22][CH:21]=1, predict the reactants needed to synthesize it. The reactants are: [NH2:1][N:2]1[N:11]=[C:10]([CH:12]2[CH2:17][CH2:16][CH2:15][CH2:14][CH2:13]2)[C:9]2[C:4](=[CH:5][CH:6]=[CH:7][CH:8]=2)[C:3]1=[O:18].[Cl:19][C:20]1[CH:25]=[CH:24][C:23]([CH2:26][C:27](O)=[O:28])=[CH:22][CH:21]=1.